Dataset: Full USPTO retrosynthesis dataset with 1.9M reactions from patents (1976-2016). Task: Predict the reactants needed to synthesize the given product. (1) Given the product [CH3:24][O:25][CH2:26][CH2:27][O:28][C:29]([N:14]1[CH2:13][CH2:12][N:11]([CH2:10][C:9]#[C:8][C:4]2[CH:5]=[CH:6][CH:7]=[C:2]([Cl:1])[CH:3]=2)[CH2:16][CH2:15]1)=[O:30], predict the reactants needed to synthesize it. The reactants are: [Cl:1][C:2]1[CH:3]=[C:4]([C:8]#[C:9][CH2:10][N:11]2[CH2:16][CH2:15][NH:14][CH2:13][CH2:12]2)[CH:5]=[CH:6][CH:7]=1.C(N(CC)CC)C.[CH3:24][O:25][CH2:26][CH2:27][O:28][C:29](Cl)=[O:30]. (2) The reactants are: CS(O[CH:6]1[CH2:11][CH2:10][CH2:9][CH2:8][CH:7]1[N:12]1[C:20]2[CH:19]=[CH:18][C:17]([CH3:21])=[CH:16][C:15]=2[C:14]2[CH2:22][N:23]([CH3:26])[CH2:24][CH2:25][C:13]1=2)(=O)=O.[OH-].[K+]. Given the product [C:7]1([N:12]2[C:20]3[CH:19]=[CH:18][C:17]([CH3:21])=[CH:16][C:15]=3[C:14]3[CH2:22][N:23]([CH3:26])[CH2:24][CH2:25][C:13]2=3)[CH2:8][CH2:9][CH2:10][CH2:11][CH:6]=1, predict the reactants needed to synthesize it.